This data is from Full USPTO retrosynthesis dataset with 1.9M reactions from patents (1976-2016). The task is: Predict the reactants needed to synthesize the given product. (1) Given the product [CH3:24][O:23][C:19]1[C:18]([CH3:25])=[C:17]([CH:22]=[CH:21][CH:20]=1)[C:16]([NH:15][C:6]1([C:4]([OH:5])=[O:3])[CH2:14][C:13]2[C:8](=[CH:9][CH:10]=[CH:11][CH:12]=2)[CH2:7]1)=[O:26], predict the reactants needed to synthesize it. The reactants are: C([O:3][C:4]([C:6]1([NH:15][C:16](=[O:26])[C:17]2[CH:22]=[CH:21][CH:20]=[C:19]([O:23][CH3:24])[C:18]=2[CH3:25])[CH2:14][C:13]2[C:8](=[CH:9][CH:10]=[CH:11][CH:12]=2)[CH2:7]1)=[O:5])C.C1COCC1.O.[Li+].[OH-]. (2) Given the product [F:8][C:9]1[CH:14]=[CH:13][C:12]([N+:15]([O-:17])=[O:16])=[CH:11][C:10]=1[C:2]1[CH:3]=[N:4][CH:5]=[CH:6][CH:7]=1.[CH:2](=[CH:3][C:44]([CH:43]=[CH:42][C:46]1[CH:13]=[CH:14][CH:9]=[CH:10][CH:11]=1)=[O:45])[C:7]1[CH:31]=[CH:29][CH:30]=[CH:5][CH:6]=1, predict the reactants needed to synthesize it. The reactants are: Br[C:2]1[CH:3]=[N:4][CH:5]=[CH:6][CH:7]=1.[F:8][C:9]1[CH:14]=[CH:13][C:12]([N+:15]([O-:17])=[O:16])=[CH:11][C:10]=1B1OC(C)(C)C(C)(C)O1.[F-].[K+].[C:29](P(C(C)(C)C)C(C)(C)C)(C)([CH3:31])[CH3:30].[CH2:42]1[CH2:46][O:45][CH2:44][CH2:43]1. (3) Given the product [Br:1][C:2]1[CH:7]=[CH:6][C:5]([C:8]2[O:9][C:10]3[CH:16]=[C:15]([NH2:17])[CH:14]=[CH:13][C:11]=3[CH:12]=2)=[CH:4][CH:3]=1, predict the reactants needed to synthesize it. The reactants are: [Br:1][C:2]1[CH:7]=[CH:6][C:5]([C:8]2[O:9][C:10]3[CH:16]=[C:15]([N+:17]([O-])=O)[CH:14]=[CH:13][C:11]=3[CH:12]=2)=[CH:4][CH:3]=1.[Sn](Cl)Cl.[OH-].[Na+]. (4) Given the product [Cl:8][C:9]1[N:10]=[C:11]([N:6]([CH3:7])[C:2]([CH3:5])([CH3:1])[CH2:3][OH:4])[CH:12]=[C:13]([Cl:15])[N:14]=1, predict the reactants needed to synthesize it. The reactants are: [CH3:1][C:2]([NH:6][CH3:7])([CH3:5])[CH2:3][OH:4].[Cl:8][C:9]1[N:14]=[C:13]([Cl:15])[CH:12]=[C:11](Cl)[N:10]=1.C(N(CC)CC)C. (5) Given the product [CH3:16][C:12]1[CH:11]=[C:3]([CH:2]=[CH:14][C:13]=1[CH3:15])[C:4]([NH:6][CH2:7][CH:8]([OH:10])[CH3:9])=[O:5], predict the reactants needed to synthesize it. The reactants are: C[C:2]1[CH:14]=[C:13]([CH3:15])[CH:12]=[CH:11][C:3]=1[C:4]([NH:6][CH2:7][CH:8]([OH:10])[CH3:9])=[O:5].[CH3:16]OC1C=CC(C(NCC(O)C)=O)=CC=1.